Dataset: Reaction yield outcomes from USPTO patents with 853,638 reactions. Task: Predict the reaction yield, written as a fraction of the theoretical maximum amount of product (1.0 means a 100% yield; for example, 0.34 means a 34% yield). (1) The reactants are [F:1][C:2]1[CH:3]=[C:4]([CH:7]=[C:8]([F:11])[C:9]=1[OH:10])[CH:5]=[O:6].[C:12](=O)([O-])[O-].[K+].[K+].IC. The catalyst is CN(C)C=O.ClCCl. The product is [F:1][C:2]1[CH:3]=[C:4]([CH:7]=[C:8]([F:11])[C:9]=1[O:10][CH3:12])[CH:5]=[O:6]. The yield is 0.730. (2) The reactants are [C:1]([OH:10])(=[O:9])[C:2]1[C:3](=[CH:5][CH:6]=[CH:7][CH:8]=1)[NH2:4].S(Cl)(Cl)=O.O. The catalyst is N1C=CC=CC=1. The product is [NH2:4][C:3]1[CH:5]=[CH:6][CH:7]=[CH:8][C:2]=1[C:1]1[O:9][C:1](=[O:10])[C:2]2[CH:8]=[CH:7][CH:6]=[CH:5][C:3]=2[N:4]=1. The yield is 0.810. (3) The yield is 0.100. The reactants are [CH2:1]([N:8]1[CH2:13][CH2:12][CH:11]([N:14]([CH3:36])[C:15](=[O:35])[CH:16]([O:18][C:19]2[N:24]=[C:23]([CH3:25])[C:22]([NH:26][C:27](=[O:33])[O:28][C:29]([CH3:32])([CH3:31])[CH3:30])=[C:21]([CH3:34])[N:20]=2)[CH3:17])[CH2:10][CH2:9]1)[C:2]1[CH:7]=[CH:6][CH:5]=[CH:4][CH:3]=1.[CH3:37][Si]([N-][Si](C)(C)C)(C)C.[K+].CI.[Cl-].[NH4+]. The catalyst is O1CCCC1. The product is [CH2:1]([N:8]1[CH2:9][CH2:10][CH:11]([N:14]([CH3:36])[C:15](=[O:35])[CH:16]([O:18][C:19]2[N:24]=[C:23]([CH3:25])[C:22]([N:26]([CH3:37])[C:27](=[O:33])[O:28][C:29]([CH3:31])([CH3:32])[CH3:30])=[C:21]([CH3:34])[N:20]=2)[CH3:17])[CH2:12][CH2:13]1)[C:2]1[CH:3]=[CH:4][CH:5]=[CH:6][CH:7]=1. (4) The reactants are [Cl:1][C:2]1[C:7]([N+:8]([O-])=O)=[CH:6][CH:5]=[CH:4][C:3]=1[O:11][CH3:12].C([O-])([O-])=O.[Na+].[Na+]. The catalyst is C(O)(=O)C.C(O)C.O.[Fe]. The product is [Cl:1][C:2]1[C:3]([O:11][CH3:12])=[CH:4][CH:5]=[CH:6][C:7]=1[NH2:8]. The yield is 1.00.